From a dataset of NCI-60 drug combinations with 297,098 pairs across 59 cell lines. Regression. Given two drug SMILES strings and cell line genomic features, predict the synergy score measuring deviation from expected non-interaction effect. (1) Drug 1: C1C(C(OC1N2C=NC3=C(N=C(N=C32)Cl)N)CO)O. Drug 2: CC1=C(N=C(N=C1N)C(CC(=O)N)NCC(C(=O)N)N)C(=O)NC(C(C2=CN=CN2)OC3C(C(C(C(O3)CO)O)O)OC4C(C(C(C(O4)CO)O)OC(=O)N)O)C(=O)NC(C)C(C(C)C(=O)NC(C(C)O)C(=O)NCCC5=NC(=CS5)C6=NC(=CS6)C(=O)NCCC[S+](C)C)O. Cell line: BT-549. Synergy scores: CSS=50.3, Synergy_ZIP=-8.42, Synergy_Bliss=-8.48, Synergy_Loewe=-4.43, Synergy_HSA=-1.81. (2) Drug 1: C1=CC(=CC=C1CC(C(=O)O)N)N(CCCl)CCCl.Cl. Drug 2: CS(=O)(=O)OCCCCOS(=O)(=O)C. Cell line: OVCAR-8. Synergy scores: CSS=24.2, Synergy_ZIP=-1.42, Synergy_Bliss=2.23, Synergy_Loewe=-2.54, Synergy_HSA=1.44. (3) Cell line: KM12. Synergy scores: CSS=19.5, Synergy_ZIP=-5.61, Synergy_Bliss=2.83, Synergy_Loewe=-21.5, Synergy_HSA=0.00200. Drug 1: CC1CCC2CC(C(=CC=CC=CC(CC(C(=O)C(C(C(=CC(C(=O)CC(OC(=O)C3CCCCN3C(=O)C(=O)C1(O2)O)C(C)CC4CCC(C(C4)OC)O)C)C)O)OC)C)C)C)OC. Drug 2: C(CN)CNCCSP(=O)(O)O. (4) Drug 2: CN(C)N=NC1=C(NC=N1)C(=O)N. Drug 1: C1=CC(=CC=C1CCC2=CNC3=C2C(=O)NC(=N3)N)C(=O)NC(CCC(=O)O)C(=O)O. Synergy scores: CSS=9.32, Synergy_ZIP=-3.45, Synergy_Bliss=-8.38, Synergy_Loewe=-29.6, Synergy_HSA=-9.44. Cell line: OVCAR-8. (5) Drug 1: CCC1=CC2CC(C3=C(CN(C2)C1)C4=CC=CC=C4N3)(C5=C(C=C6C(=C5)C78CCN9C7C(C=CC9)(C(C(C8N6C)(C(=O)OC)O)OC(=O)C)CC)OC)C(=O)OC.C(C(C(=O)O)O)(C(=O)O)O. Drug 2: C1=NC2=C(N1)C(=S)N=CN2. Synergy scores: CSS=24.3, Synergy_ZIP=0.486, Synergy_Bliss=3.33, Synergy_Loewe=-2.53, Synergy_HSA=4.04. Cell line: EKVX. (6) Drug 1: C1=C(C(=O)NC(=O)N1)N(CCCl)CCCl. Drug 2: CC12CCC3C(C1CCC2O)C(CC4=C3C=CC(=C4)O)CCCCCCCCCS(=O)CCCC(C(F)(F)F)(F)F. Cell line: NCI-H226. Synergy scores: CSS=12.5, Synergy_ZIP=-6.47, Synergy_Bliss=-3.46, Synergy_Loewe=-2.58, Synergy_HSA=-1.86. (7) Drug 1: CCCCC(=O)OCC(=O)C1(CC(C2=C(C1)C(=C3C(=C2O)C(=O)C4=C(C3=O)C=CC=C4OC)O)OC5CC(C(C(O5)C)O)NC(=O)C(F)(F)F)O. Drug 2: B(C(CC(C)C)NC(=O)C(CC1=CC=CC=C1)NC(=O)C2=NC=CN=C2)(O)O. Cell line: PC-3. Synergy scores: CSS=54.0, Synergy_ZIP=-7.08, Synergy_Bliss=-7.85, Synergy_Loewe=-10.3, Synergy_HSA=-4.75. (8) Drug 1: CN(CC1=CN=C2C(=N1)C(=NC(=N2)N)N)C3=CC=C(C=C3)C(=O)NC(CCC(=O)O)C(=O)O. Drug 2: CC1C(C(CC(O1)OC2CC(CC3=C2C(=C4C(=C3O)C(=O)C5=C(C4=O)C(=CC=C5)OC)O)(C(=O)CO)O)N)O.Cl. Cell line: SF-268. Synergy scores: CSS=43.3, Synergy_ZIP=-9.10, Synergy_Bliss=-10.7, Synergy_Loewe=-9.06, Synergy_HSA=-5.54. (9) Drug 1: C1=NC2=C(N1)C(=S)N=CN2. Drug 2: CN(C(=O)NC(C=O)C(C(C(CO)O)O)O)N=O. Cell line: MDA-MB-231. Synergy scores: CSS=58.2, Synergy_ZIP=-3.95, Synergy_Bliss=-2.81, Synergy_Loewe=-30.5, Synergy_HSA=-0.726. (10) Drug 1: COC1=CC(=CC(=C1O)OC)C2C3C(COC3=O)C(C4=CC5=C(C=C24)OCO5)OC6C(C(C7C(O6)COC(O7)C8=CC=CS8)O)O. Drug 2: C1CCC(C(C1)N)N.C(=O)(C(=O)[O-])[O-].[Pt+4]. Cell line: A549. Synergy scores: CSS=41.9, Synergy_ZIP=-1.38, Synergy_Bliss=-2.06, Synergy_Loewe=-8.11, Synergy_HSA=2.39.